From a dataset of Catalyst prediction with 721,799 reactions and 888 catalyst types from USPTO. Predict which catalyst facilitates the given reaction. Reactant: [CH3:1][N:2]([CH3:31])[C:3](=[O:30])[CH2:4][N:5]1[C:14]2[C:9](=[N:10][CH:11]=[C:12]([CH2:15][C:16]3[CH:21]=[CH:20][C:19]([F:22])=[CH:18][CH:17]=3)[CH:13]=2)[C:8]([OH:23])=[C:7]([C:24](OCC)=[O:25])[C:6]1=[O:29].[CH3:32][O:33][CH2:34][CH2:35][NH2:36].Cl. Product: [CH3:31][N:2]([CH3:1])[C:3](=[O:30])[CH2:4][N:5]1[C:14]2[C:9](=[N:10][CH:11]=[C:12]([CH2:15][C:16]3[CH:21]=[CH:20][C:19]([F:22])=[CH:18][CH:17]=3)[CH:13]=2)[C:8]([OH:23])=[C:7]([C:24]([NH:36][CH2:35][CH2:34][O:33][CH3:32])=[O:25])[C:6]1=[O:29]. The catalyst class is: 179.